From a dataset of Catalyst prediction with 721,799 reactions and 888 catalyst types from USPTO. Predict which catalyst facilitates the given reaction. (1) Reactant: [C:1]1([P:7]([C:14]2[CH:19]=[CH:18][CH:17]=[CH:16][CH:15]=2)[C:8]2[CH:13]=[CH:12][CH:11]=[CH:10][CH:9]=2)[CH:6]=[CH:5][CH:4]=[CH:3][CH:2]=1.N1C=CC=C(CCC[O:29]CCN2C3C4C(=CC=CC=4)N4N=NN=C4C=3N=C2)C=1.Cl.O. Product: [C:14]1([P:7]([C:1]2[CH:2]=[CH:3][CH:4]=[CH:5][CH:6]=2)[C:8]2[CH:13]=[CH:12][CH:11]=[CH:10][CH:9]=2)[CH:15]=[CH:16][CH:17]=[CH:18][CH:19]=1.[C:14]1([P:7](=[O:29])([C:1]2[CH:2]=[CH:3][CH:4]=[CH:5][CH:6]=2)[C:8]2[CH:13]=[CH:12][CH:11]=[CH:10][CH:9]=2)[CH:15]=[CH:16][CH:17]=[CH:18][CH:19]=1. The catalyst class is: 262. (2) Reactant: [CH3:1][N:2]1[CH2:7][CH2:6][CH:5]([OH:8])[CH2:4][CH2:3]1.[H-].[Na+].F[C:12]1[CH:17]=[CH:16][C:15]([N+:18]([O-:20])=[O:19])=[CH:14][C:13]=1[C:21]([F:24])([F:23])[F:22]. Product: [CH3:1][N:2]1[CH2:7][CH2:6][CH:5]([O:8][C:12]2[CH:17]=[CH:16][C:15]([N+:18]([O-:20])=[O:19])=[CH:14][C:13]=2[C:21]([F:22])([F:23])[F:24])[CH2:4][CH2:3]1. The catalyst class is: 20.